From a dataset of Full USPTO retrosynthesis dataset with 1.9M reactions from patents (1976-2016). Predict the reactants needed to synthesize the given product. (1) Given the product [CH3:22][S:23]([C:26]1[CH:31]=[CH:30][C:29]([C:2]2[CH:7]=[CH:6][C:5]([S:8][CH2:9][CH:10]3[CH2:15][CH2:14][N:13]([C:16]([O:18][CH:19]([CH3:21])[CH3:20])=[O:17])[CH2:12][CH2:11]3)=[CH:4][CH:3]=2)=[CH:28][CH:27]=1)(=[O:25])=[O:24], predict the reactants needed to synthesize it. The reactants are: Br[C:2]1[CH:7]=[CH:6][C:5]([S:8][CH2:9][CH:10]2[CH2:15][CH2:14][N:13]([C:16]([O:18][CH:19]([CH3:21])[CH3:20])=[O:17])[CH2:12][CH2:11]2)=[CH:4][CH:3]=1.[CH3:22][S:23]([C:26]1[CH:31]=[CH:30][C:29](B(O)O)=[CH:28][CH:27]=1)(=[O:25])=[O:24].C([O-])([O-])=O.[Na+].[Na+]. (2) Given the product [F:21][C:12]1[CH:13]=[C:14]([S:17]([CH3:20])(=[O:19])=[O:18])[CH:15]=[CH:16][C:11]=1[C:8]1[O:9][CH:10]=[C:6]([C:4]([OH:5])=[O:3])[N:7]=1, predict the reactants needed to synthesize it. The reactants are: C([O:3][C:4]([C:6]1[N:7]=[C:8]([C:11]2[CH:16]=[CH:15][C:14]([S:17]([CH3:20])(=[O:19])=[O:18])=[CH:13][C:12]=2[F:21])[O:9][CH:10]=1)=[O:5])C.[OH-].[Na+]. (3) The reactants are: O[CH2:2][C:3]1[CH:4]=[C:5]([CH:10]=[CH:11][CH:12]=1)[O:6][CH2:7][C:8]#[N:9].[Cl:13][C:14]1[S:18][C:17]([C:19]([NH:21][C:22]2[CH:30]=[CH:29][CH:28]=[C:27]3[C:23]=2[C:24](=[O:32])[NH:25][C:26]3=[O:31])=[O:20])=[CH:16][CH:15]=1.C1(P(C2C=CC=CC=2)C2C=CC=CC=2)C=CC=CC=1.N(C(OCC)=O)=NC(OCC)=O. Given the product [Cl:13][C:14]1[S:18][C:17]([C:19]([NH:21][C:22]2[CH:30]=[CH:29][CH:28]=[C:27]3[C:23]=2[C:24](=[O:32])[N:25]([CH2:2][C:3]2[CH:12]=[CH:11][CH:10]=[C:5]([O:6][CH2:7][C:8]#[N:9])[CH:4]=2)[C:26]3=[O:31])=[O:20])=[CH:16][CH:15]=1, predict the reactants needed to synthesize it.